This data is from Reaction yield outcomes from USPTO patents with 853,638 reactions. The task is: Predict the reaction yield, written as a fraction of the theoretical maximum amount of product (1.0 means a 100% yield; for example, 0.34 means a 34% yield). (1) The reactants are [F:1][C:2]1[CH:3]=[C:4]([NH2:10])[CH:5]=[N:6][C:7]=1[O:8][CH3:9].F[C:12]1[N:17]=[C:16]([C:18]2[CH:23]=[CH:22][N:21]=[CH:20][CH:19]=2)[CH:15]=[CH:14][C:13]=1[C:24]1[N:29]=[C:28]([CH3:30])[N:27]=[C:26]([N:31]([CH2:41][C:42]2[CH:47]=[CH:46][C:45]([O:48][CH3:49])=[CH:44][CH:43]=2)[CH2:32][C:33]2[CH:38]=[CH:37][C:36]([O:39][CH3:40])=[CH:35][CH:34]=2)[N:25]=1. No catalyst specified. The product is [CH3:49][O:48][C:45]1[CH:44]=[CH:43][C:42]([CH2:41][N:31]([CH2:32][C:33]2[CH:34]=[CH:35][C:36]([O:39][CH3:40])=[CH:37][CH:38]=2)[C:26]2[N:27]=[C:28]([CH3:30])[N:29]=[C:24]([C:13]3[CH:14]=[CH:15][C:16]([C:18]4[CH:23]=[CH:22][N:21]=[CH:20][CH:19]=4)=[N:17][C:12]=3[NH:10][C:4]3[CH:5]=[N:6][C:7]([O:8][CH3:9])=[C:2]([F:1])[CH:3]=3)[N:25]=2)=[CH:47][CH:46]=1. The yield is 0.396. (2) The reactants are [CH3:1][S:2](Cl)(=[O:4])=[O:3].[Cl:6][C:7]1[CH:12]=[CH:11][C:10]([C:13]2[N:17]([C:18]3[CH:23]=[CH:22][C:21]([Cl:24])=[CH:20][C:19]=3[Cl:25])[N:16]=[C:15]([C:26]([NH:28][CH:29]3[CH2:34][CH2:33][N:32](C(OC(C)(C)C)=O)[CH2:31][CH2:30]3)=[O:27])[C:14]=2[CH3:42])=[CH:9][CH:8]=1.C(N(CC)CC)C. The catalyst is O1CCCC1. The product is [Cl:6][C:7]1[CH:12]=[CH:11][C:10]([C:13]2[N:17]([C:18]3[CH:23]=[CH:22][C:21]([Cl:24])=[CH:20][C:19]=3[Cl:25])[N:16]=[C:15]([C:26]([NH:28][CH:29]3[CH2:34][CH2:33][N:32]([S:2]([CH3:1])(=[O:4])=[O:3])[CH2:31][CH2:30]3)=[O:27])[C:14]=2[CH3:42])=[CH:9][CH:8]=1. The yield is 0.870.